Dataset: Full USPTO retrosynthesis dataset with 1.9M reactions from patents (1976-2016). Task: Predict the reactants needed to synthesize the given product. (1) Given the product [CH2:7]([NH:10][C:1](=[O:5])[CH2:2][CH2:3][CH3:4])[CH:8]=[CH2:9], predict the reactants needed to synthesize it. The reactants are: [C:1](Cl)(=[O:5])[CH2:2][CH2:3][CH3:4].[CH2:7]([NH2:10])[CH:8]=[CH2:9]. (2) Given the product [NH2:11][C@H:12]1[CH2:16][CH2:15][N:14]([C@H:17]2[CH2:22][CH2:21][C@@H:20]([NH:23][C:24]([CH3:27])([CH3:26])[CH3:25])[CH2:19][C@H:18]2[C:28]([O:30][CH3:31])=[O:29])[C:13]1=[O:32], predict the reactants needed to synthesize it. The reactants are: C(OC([NH:11][C@H:12]1[CH2:16][CH2:15][N:14]([C@H:17]2[CH2:22][CH2:21][C@@H:20]([NH:23][C:24]([CH3:27])([CH3:26])[CH3:25])[CH2:19][C@H:18]2[C:28]([O:30][CH3:31])=[O:29])[C:13]1=[O:32])=O)C1C=CC=CC=1.